This data is from M1 muscarinic receptor antagonist screen with 61,756 compounds. The task is: Binary Classification. Given a drug SMILES string, predict its activity (active/inactive) in a high-throughput screening assay against a specified biological target. (1) The molecule is O=c1[nH]c2c(cc1CN(C)C(=O)c1ncccc1)cc(cc2)C. The result is 0 (inactive). (2) The compound is S(=O)(=O)(Nc1cccnc1)c1cc(OC)c(F)cc1. The result is 0 (inactive). (3) The drug is Clc1ccc(N(CC(=O)NC2CCCCC2)C(=O)CNC(=O)c2occc2)cc1. The result is 0 (inactive). (4) The compound is O=C1N(CCC1)c1cc(ccc1)C(O)=O. The result is 0 (inactive). (5) The drug is S(=O)(=O)(N1CCOCC1)c1cc(ccc1)c1oc(=O)c2c(n1)cccc2. The result is 0 (inactive). (6) The drug is S(=O)(=O)(n1nc(OC(=O)c2sccc2)cc1N)c1ccc(F)cc1. The result is 0 (inactive). (7) The molecule is o1c2nc(n(CCc3ccccc3)c(=O)c2c(=O)c2c1cccc2)c1occc1. The result is 0 (inactive).